Regression. Given a peptide amino acid sequence and an MHC pseudo amino acid sequence, predict their binding affinity value. This is MHC class I binding data. From a dataset of Peptide-MHC class I binding affinity with 185,985 pairs from IEDB/IMGT. (1) The peptide sequence is NTIAVITETI. The MHC is HLA-A02:06 with pseudo-sequence HLA-A02:06. The binding affinity (normalized) is 0.384. (2) The peptide sequence is RLASYGLYY. The binding affinity (normalized) is 0.0847. The MHC is HLA-B08:01 with pseudo-sequence HLA-B08:01. (3) The peptide sequence is AVYSSSMVK. The MHC is HLA-A02:03 with pseudo-sequence HLA-A02:03. The binding affinity (normalized) is 0. (4) The peptide sequence is MQFPGSVGF. The MHC is HLA-B45:06 with pseudo-sequence HLA-B45:06. The binding affinity (normalized) is 0.213. (5) The peptide sequence is IMYNYPAML. The MHC is BoLA-JSP.1 with pseudo-sequence BoLA-JSP.1. The binding affinity (normalized) is 0.195. (6) The peptide sequence is FLLAQFTSA. The binding affinity (normalized) is 0. The MHC is HLA-A68:01 with pseudo-sequence HLA-A68:01. (7) The peptide sequence is FQLYSDLAH. The MHC is HLA-B44:02 with pseudo-sequence HLA-B44:02. The binding affinity (normalized) is 0.0847.